Dataset: Forward reaction prediction with 1.9M reactions from USPTO patents (1976-2016). Task: Predict the product of the given reaction. (1) Given the reactants [O:1]1[C:5]2[CH:6]=[CH:7][CH:8]=[CH:9][C:4]=2[NH:3][C:2]1=[O:10].[H-].[Na+].[C:13]([O:17][C:18](=[O:26])[NH:19][C:20]([CH3:25])([CH3:24])[CH2:21][CH2:22]N)([CH3:16])([CH3:15])[CH3:14].C(=O)([O-])O.[Na+], predict the reaction product. The product is: [C:13]([O:17][C:18](=[O:26])[NH:19][C:20]([CH3:25])([CH3:24])[CH2:21][CH2:22][N:3]1[C:4]2[CH:9]=[CH:8][CH:7]=[CH:6][C:5]=2[O:1][C:2]1=[O:10])([CH3:16])([CH3:15])[CH3:14]. (2) Given the reactants [CH:1]1([NH:4][C:5]2[C:6]3[S:13][CH:12]=[C:11]([C:14]([NH:16][C:17]4[CH:22]=[C:21]([C:23](=[O:37])[NH:24][C:25]5[CH:30]=[CH:29][C:28]([CH2:31][OH:32])=[C:27]([C:33]([F:36])([F:35])[F:34])[CH:26]=5)[CH:20]=[CH:19][C:18]=4[CH3:38])=[O:15])[C:7]=3[N:8]=[CH:9][N:10]=2)[CH2:3][CH2:2]1.[CH3:39][S:40](Cl)(=[O:42])=[O:41], predict the reaction product. The product is: [CH3:39][S:40]([O:32][CH2:31][C:28]1[CH:29]=[CH:30][C:25]([NH:24][C:23](=[O:37])[C:21]2[CH:20]=[CH:19][C:18]([CH3:38])=[C:17]([NH:16][C:14]([C:11]3[C:7]4[N:8]=[CH:9][N:10]=[C:5]([NH:4][CH:1]5[CH2:3][CH2:2]5)[C:6]=4[S:13][CH:12]=3)=[O:15])[CH:22]=2)=[CH:26][C:27]=1[C:33]([F:35])([F:34])[F:36])(=[O:42])=[O:41]. (3) Given the reactants [N+:1]([C:4]1[CH:5]=[CH:6][C:7]([C:20]([OH:22])=O)=[N:8][C:9]=1[NH:10][CH2:11][CH2:12][CH2:13][N:14]1[CH2:19][CH2:18][CH2:17][CH2:16][CH2:15]1)([O-:3])=[O:2].C1C=CC2N(O)N=NC=2C=1.CCN=C=NCCCN(C)C.Cl.[CH2:45]([NH:49][CH2:50][CH2:51][CH2:52][CH3:53])[CH2:46][CH2:47][CH3:48], predict the reaction product. The product is: [CH2:45]([N:49]([CH2:50][CH2:51][CH2:52][CH3:53])[C:20](=[O:22])[C:7]1[CH:6]=[CH:5][C:4]([N+:1]([O-:3])=[O:2])=[C:9]([NH:10][CH2:11][CH2:12][CH2:13][N:14]2[CH2:15][CH2:16][CH2:17][CH2:18][CH2:19]2)[N:8]=1)[CH2:46][CH2:47][CH3:48]. (4) The product is: [CH3:18][O:14][C:7]1([C:1]2[CH:6]=[CH:5][CH:4]=[CH:3][CH:2]=2)[CH2:13][CH2:12][CH2:11][CH2:10][CH2:9][CH2:8]1. Given the reactants [C:1]1([C:7]2([OH:14])[CH2:13][CH2:12][CH2:11][CH2:10][CH2:9][CH2:8]2)[CH:6]=[CH:5][CH:4]=[CH:3][CH:2]=1.[H-].[Na+].I[CH3:18], predict the reaction product. (5) Given the reactants [CH:1]1([OH:6])[CH2:5][CH:4]=[CH:3][CH2:2]1.N1C=CC=CC=1.[CH3:13][S:14](Cl)(=[O:16])=[O:15], predict the reaction product. The product is: [CH3:13][S:14]([O:6][CH:1]1[CH2:5][CH:4]=[CH:3][CH2:2]1)(=[O:16])=[O:15]. (6) Given the reactants [C:1]1([CH2:7][CH2:8][CH2:9][CH:10]([NH:20][C:21]([CH:23]2[CH2:28][CH2:27][CH2:26][CH2:25][N:24]2C(OC(C)(C)C)=O)=[O:22])[CH2:11][CH2:12][CH2:13][C:14]2[CH:19]=[CH:18][CH:17]=[CH:16][CH:15]=2)[CH:6]=[CH:5][CH:4]=[CH:3][CH:2]=1.FC(F)(F)C(O)=O, predict the reaction product. The product is: [C:1]1([CH2:7][CH2:8][CH2:9][CH:10]([NH:20][C:21]([CH:23]2[CH2:28][CH2:27][CH2:26][CH2:25][NH:24]2)=[O:22])[CH2:11][CH2:12][CH2:13][C:14]2[CH:19]=[CH:18][CH:17]=[CH:16][CH:15]=2)[CH:2]=[CH:3][CH:4]=[CH:5][CH:6]=1. (7) The product is: [CH2:1]([C:9]1[CH:10]=[N:11][C:12]2[C:17]([CH:18]=1)=[C:16]1[CH:19]=[CH:20][CH:21]=[CH:22][C:15]1=[N:14][C:13]=2[NH2:23])[CH2:2][C:3]1[CH:4]=[CH:5][CH:6]=[CH:7][CH:8]=1. Given the reactants [CH:1](/[C:9]1[CH:10]=[N:11][C:12]2[C:17]([CH:18]=1)=[C:16]1[CH:19]=[CH:20][CH:21]=[CH:22][C:15]1=[N:14][C:13]=2[NH2:23])=[CH:2]\[C:3]1[CH:8]=[CH:7][CH:6]=[CH:5][CH:4]=1.[H][H], predict the reaction product. (8) Given the reactants C([Mg][Cl:5])(C)C.I[C:7]1[CH:12]=[CH:11][N:10]=[C:9]([O:13][CH3:14])[CH:8]=1.COC1C=C([Mg]Cl)C=CN=1.ClN1C(=O)CCC1=O, predict the reaction product. The product is: [Cl:5][C:7]1[CH:12]=[CH:11][N:10]=[C:9]([O:13][CH3:14])[CH:8]=1. (9) Given the reactants [C:1]([O:5][C:6]([N:8]1[CH2:13][CH2:12][CH:11]([O:14][C:15]2[CH:16]=[C:17]3[C:22](=[CH:23][CH:24]=2)[CH:21]=[N:20][C:19]([Cl:25])=[CH:18]3)[CH2:10][CH2:9]1)=[O:7])([CH3:4])([CH3:3])[CH3:2].[Br:26]N1C(=O)CCC1=O.CC(N=NC(C#N)(C)C)(C#N)C, predict the reaction product. The product is: [C:1]([O:5][C:6]([N:8]1[CH2:13][CH2:12][CH:11]([O:14][C:15]2[C:16]([Br:26])=[C:17]3[C:22](=[CH:23][CH:24]=2)[CH:21]=[N:20][C:19]([Cl:25])=[CH:18]3)[CH2:10][CH2:9]1)=[O:7])([CH3:4])([CH3:2])[CH3:3]. (10) Given the reactants Cl[C:2]1[N:3]=[N+:4]([O-:15])[C:5]2[CH:14]=[C:13]3[C:9]([CH2:10][CH2:11][CH2:12]3)=[CH:8][C:6]=2[N:7]=1.CCN(CC)CC.[CH3:23][O:24][CH:25]1[CH2:28][N:27]([CH2:29][CH2:30][NH2:31])[CH2:26]1, predict the reaction product. The product is: [CH3:23][O:24][CH:25]1[CH2:28][N:27]([CH2:29][CH2:30][NH:31][C:2]2[N:3]=[N+:4]([O-:15])[C:5]3[CH:14]=[C:13]4[C:9]([CH2:10][CH2:11][CH2:12]4)=[CH:8][C:6]=3[N:7]=2)[CH2:26]1.